From a dataset of Experimentally validated miRNA-target interactions with 360,000+ pairs, plus equal number of negative samples. Binary Classification. Given a miRNA mature sequence and a target amino acid sequence, predict their likelihood of interaction. (1) Result: 0 (no interaction). The protein sequence of the target gene is MAVNVYSTSVTSDNLSRHDMLAWINESLQLTLTKIEQLCSGAAYCQFMDMLFPGSVALKKVKFQAKLEHEYIQNFKVLQAGFKRMGVDKIIPVDKLVKGKFQDNFEFVQWFKKFFDANYDGKEYDPVAARQGQETVAPNLVAPVVNKPKKPLAPQRPIVAQRTPATPKGSTGMVKKAAGDDESAGLIEQINVLKLTVEDLEKERDFYFGKLRNIELICQENEGENDPVLQRIVEILYATDEGFVIPDEGAPQEEQEEY. The miRNA is hsa-miR-4502 with sequence GCUGAUGAUGAUGGUGCUGAAG. (2) The miRNA is hsa-miR-6716-3p with sequence UCCGAACUCUCCAUUCCUCUGC. The protein sequence of the target gene is MGEEQSTVSGGGGPQESQTLASGTAGHPEPPRPQGDSARAPPLRAASAEPSGGGCGSDWGCADTSAPEPARSLGPPGWSKSRAPAQPAGLALTGPLNPQTLPLQLELEEEEEEAGDRKEGGDEQQEAPPGEELEPRTRVGAADGLVLDVLGQRRPSLAKRQVFCSVYCVESDLPEAPASEQLSPPASPPGAPPVLNPPSTRSSFPSPRLSLPTDSLSPDGGSIELEFYLAPEPFSMPSLLGAPPYSGLGGVGDPYVPLMVLMCRVCLEDKPIKPLPCCKKAVCEECLKVYLSAQVQLGQV.... Result: 0 (no interaction). (3) The miRNA is mmu-miR-465b-3p with sequence GAUCAGGGCCUUUCUAAGUAGA. The protein sequence of the target gene is MIPPQEASARRREIEDKLKQEEETLSFIRDSLEKSDQLTRNMVSILSSFESRLMKLENSIIPVHKQTENLQRLQENVEKTLSCLDHVISYYHVASDTEKIIREGPTGRLEEYLGSMAKIQKAVEYFQDNSPDSPELNKVKLLFERGKESLESEFRSLMTRHSKVVSPVLLLDLISADDELEVQEDVVLEHLPESVLRDVVRISRWLVEYGRNQDFMNVYYQIRSSQLDRSIKGLKEHFRKSSSSSGVPYSPAIPNKRKDTPTKKPIKRPGTIRKAQNLLKQYSQHGLDGKKGGSNLIPLE.... Result: 0 (no interaction). (4) The miRNA is mmu-miR-152-3p with sequence UCAGUGCAUGACAGAACUUGG. The protein sequence of the target gene is MGSHPTPGLQRTTSAGYRLPPTRPPASVSPAARGGPMASRGLAGGCQAPQALKAQRVAQGAACDGVQQDQLWRELLEAERRGQQRWIQNWSFLKDYDPMGNKKEPEKLPDHVPLFSDTVPSSTNQVVGSRLDTPLGQTLIRMDFFFTEGARKKKLEDQMQPI. Result: 0 (no interaction). (5) The miRNA is mmu-miR-669c-3p with sequence UACACACACACACACAAGUAAA. The protein sequence of the target gene is MEEGDGGLRSLVPGGPLLLVLYGLLEASGGGRALPQLSDDIPFRVNWPGTEFSLPTTGVLYKEDNYIIMTTAHKEKYKCILPLVTSGDEEEEKDYKGPNPRELLEPLFKQSSCSYRIESYWTYEVCHGKHIRQYHEEKETGQKVNIHEYYLGNMLAKNLLYEKEREAKENEKSNEIPTKNIEGQMTPYYPVGMGNGTPCSLKQNRPRSSTVMYICHPESKHEILSVAEVTTCEYEVVILTPLLCSHPKYKFRASPVNDIFCQSLPGSPFKPLTLRQLEQQEEILRVPFRRNKEEDLPSAK.... Result: 1 (interaction). (6) The miRNA is mmu-miR-763 with sequence CCAGCUGGGAAGAACCAGUGGC. The protein sequence of the target gene is MKFTVVAAALLLLCAVRAEEEDKKEDVGTVVGIDLGTTYSCVGVFKNGRVEIIANDQGNRITPSYVAFTPEGERLIGDAAKNQLTSNPENTVFDAKRLIGRTWNDPSVQQDIKFLPFKVVEKKTKPYIQVDIGGGQTKTFAPEEISAMVLTKMKETAEAYLGKKVTHAVVTVPAYFNDAQRQATKDAGTIAGLNVMRIINEPTAAAIAYGLDKREGEKNILVFDLGGGTFDVSLLTIDNGVFEVVATNGDTHLGGEDFDQRVMEHFIKLYKKKTGKDVRKDNRAVQKLRREVEKAKRALS.... Result: 0 (no interaction).